Predict the reaction yield, written as a fraction of the theoretical maximum amount of product (1.0 means a 100% yield; for example, 0.34 means a 34% yield). From a dataset of Reaction yield outcomes from USPTO patents with 853,638 reactions. (1) The reactants are [F:1][C:2]1[CH:7]=[C:6]([C:8]2[N:12]=[C:11]([C:13]3[O:17][N:16]=[C:15]([C:18]4[CH:23]=[CH:22][CH:21]=[CH:20][CH:19]=4)[C:14]=3[C:24]([F:27])([F:26])[F:25])[O:10][N:9]=2)[CH:5]=[CH:4][C:3]=1[CH2:28]O.P(Br)(Br)[Br:31]. The catalyst is ClCCl. The product is [Br:31][CH2:28][C:3]1[CH:4]=[CH:5][C:6]([C:8]2[N:12]=[C:11]([C:13]3[O:17][N:16]=[C:15]([C:18]4[CH:23]=[CH:22][CH:21]=[CH:20][CH:19]=4)[C:14]=3[C:24]([F:25])([F:27])[F:26])[O:10][N:9]=2)=[CH:7][C:2]=1[F:1]. The yield is 0.500. (2) The reactants are Cl[C:2]1[N:11]=[C:10]([NH:12][CH2:13][CH:14]([C:18]2[CH:23]=[CH:22][CH:21]=[CH:20][CH:19]=2)[CH:15]([CH3:17])[CH3:16])[C:9]2[C:4](=[CH:5][CH:6]=[CH:7][CH:8]=2)[N:3]=1.[N:24]1[CH:25]=[CH:26][N:27]2[CH:32]=[C:31](B(O)O)[CH:30]=[CH:29][C:28]=12.C(NC1C2C(=CC=CC=2)N=C(C2SC3C=CC=CC=3C=2)N=1)(C1C=CC=CC=1)C1C=CC=CC=1. The catalyst is C(Cl)(Cl)Cl.CO. The product is [N:24]1[CH:25]=[CH:26][N:27]2[CH:32]=[C:31]([C:2]3[N:11]=[C:10]([NH:12][CH2:13][CH:14]([C:18]4[CH:23]=[CH:22][CH:21]=[CH:20][CH:19]=4)[CH:15]([CH3:17])[CH3:16])[C:9]4[C:4](=[CH:5][CH:6]=[CH:7][CH:8]=4)[N:3]=3)[CH:30]=[CH:29][C:28]=12. The yield is 0.670. (3) The reactants are [O:1]=[C:2]1[CH:7]=[CH:6][N:5]([C:8]2[CH:13]=[CH:12][CH:11]=[C:10]([C:14]([F:17])([F:16])[F:15])[CH:9]=2)[N:4]=[C:3]1[C:18](OC)=[O:19].CC(C[AlH]CC(C)C)C. The catalyst is C1COCC1.Cl. The product is [OH:19][CH2:18][C:3]1[C:2](=[O:1])[CH:7]=[CH:6][N:5]([C:8]2[CH:13]=[CH:12][CH:11]=[C:10]([C:14]([F:17])([F:16])[F:15])[CH:9]=2)[N:4]=1. The yield is 0.280. (4) The catalyst is C(Cl)Cl.O. The yield is 0.950. The reactants are C(N(CC)CC)C.[C:16](O[C:16]([O:18][C:19]([CH3:22])([CH3:21])[CH3:20])=[O:17])([O:18][C:19]([CH3:22])([CH3:21])[CH3:20])=[O:17].[F:23][C:24]1[CH:32]=[C:31]2[C:27]([CH:28]=[C:29]([C:33]([O:35][CH2:36][CH3:37])=[O:34])[NH:30]2)=[CH:26][CH:25]=1.[Na+].[Cl-]. The product is [F:23][C:24]1[CH:32]=[C:31]2[C:27]([CH:28]=[C:29]([C:33]([O:35][CH2:36][CH3:37])=[O:34])[N:30]2[C:16]([O:18][C:19]([CH3:20])([CH3:21])[CH3:22])=[O:17])=[CH:26][CH:25]=1.